This data is from Peptide-MHC class I binding affinity with 185,985 pairs from IEDB/IMGT. The task is: Regression. Given a peptide amino acid sequence and an MHC pseudo amino acid sequence, predict their binding affinity value. This is MHC class I binding data. (1) The peptide sequence is KEGIVWVAT. The MHC is HLA-B44:02 with pseudo-sequence HLA-B44:02. The binding affinity (normalized) is 0.0845. (2) The peptide sequence is ETFGFEIQSY. The MHC is Mamu-B01 with pseudo-sequence Mamu-B01. The binding affinity (normalized) is 0. (3) The peptide sequence is KLLKSWVSK. The MHC is HLA-B15:01 with pseudo-sequence HLA-B15:01. The binding affinity (normalized) is 0.0847. (4) The peptide sequence is YLDYDTIYV. The MHC is HLA-A02:12 with pseudo-sequence HLA-A02:12. The binding affinity (normalized) is 1.00. (5) The peptide sequence is NIADAARHY. The MHC is HLA-A03:01 with pseudo-sequence HLA-A03:01. The binding affinity (normalized) is 0.185. (6) The peptide sequence is FTPEARNSTF. The MHC is HLA-A26:01 with pseudo-sequence HLA-A26:01. The binding affinity (normalized) is 0.422. (7) The peptide sequence is SQFSYKELYV. The MHC is HLA-A68:02 with pseudo-sequence HLA-A68:02. The binding affinity (normalized) is 0.404. (8) The peptide sequence is ALQLLLEV. The MHC is HLA-A02:02 with pseudo-sequence HLA-A02:02. The binding affinity (normalized) is 0.328. (9) The MHC is HLA-A03:01 with pseudo-sequence HLA-A03:01. The binding affinity (normalized) is 0.558. The peptide sequence is KVATIFTSR.